Dataset: Reaction yield outcomes from USPTO patents with 853,638 reactions. Task: Predict the reaction yield, written as a fraction of the theoretical maximum amount of product (1.0 means a 100% yield; for example, 0.34 means a 34% yield). (1) The reactants are [CH:1]([C:3]1[N:8]=[N:7][C:6]2[O:9][CH2:10][CH2:11][S:12][C:5]=2[CH:4]=1)=C.I([O-])(=O)(=O)=[O:14].[Na+]. The product is [N:7]1[C:6]2[O:9][CH2:10][CH2:11][S:12][C:5]=2[CH:4]=[C:3]([CH:1]=[O:14])[N:8]=1. The yield is 0.360. The catalyst is O1CCOCC1.O.[Os](=O)(=O)(=O)=O. (2) The reactants are Br[CH2:2][C:3]([C:5]1[CH:10]=[CH:9][C:8]([Br:11])=[CH:7][CH:6]=1)=[O:4].[NH:12]1[CH2:16][CH2:15][CH2:14][CH2:13]1. The catalyst is C(OCC)C. The product is [Br:11][C:8]1[CH:9]=[CH:10][C:5]([C:3](=[O:4])[CH2:2][N:12]2[CH2:16][CH2:15][CH2:14][CH2:13]2)=[CH:6][CH:7]=1. The yield is 0.960. (3) The reactants are Br[C:2]1[C:14]2[C:13]3[C:8](=[CH:9][C:10]([C:15]([OH:18])([CH3:17])[CH3:16])=[CH:11][CH:12]=3)[NH:7][C:6]=2[C:5]([C:19]([NH2:21])=[O:20])=[CH:4][C:3]=1[F:22].[F:23][C:24]1[C:33]2[N:28]([C:29](=[O:51])[N:30]([C:35]3[CH:40]=[CH:39][CH:38]=[C:37](B4OC(C)(C)C(C)(C)O4)[C:36]=3[CH3:50])[C:31](=[O:34])[CH:32]=2)[CH:27]=[CH:26][CH:25]=1.[O-]P([O-])([O-])=O.[K+].[K+].[K+]. The product is [F:22][C:3]1[CH:4]=[C:5]([C:19]([NH2:21])=[O:20])[C:6]2[NH:7][C:8]3[C:13]([C:14]=2[C:2]=1[C:37]1[CH:38]=[CH:39][CH:40]=[C:35]([N:30]2[C:31](=[O:34])[CH:32]=[C:33]4[C:24]([F:23])=[CH:25][CH:26]=[CH:27][N:28]4[C:29]2=[O:51])[C:36]=1[CH3:50])=[CH:12][CH:11]=[C:10]([C:15]([OH:18])([CH3:17])[CH3:16])[CH:9]=3. The yield is 0.940. The catalyst is [Pd](Cl)Cl.C(P(C(C)(C)C)[C-]1C=CC=C1)(C)(C)C.[C-]1(P(C(C)(C)C)C(C)(C)C)C=CC=C1.[Fe+2].C1COCC1. (4) The reactants are [Cl:1][CH2:2][CH2:3][O:4][C:5]1[C:6]([O:18][CH3:19])=[CH:7][C:8]([N+:15]([O-])=O)=[C:9]([CH:14]=1)[C:10]([O:12][CH3:13])=[O:11]. The catalyst is [Pd].CCOC(C)=O.CO. The product is [NH2:15][C:8]1[CH:7]=[C:6]([O:18][CH3:19])[C:5]([O:4][CH2:3][CH2:2][Cl:1])=[CH:14][C:9]=1[C:10]([O:12][CH3:13])=[O:11]. The yield is 0.990. (5) The reactants are CS(O[CH2:6][CH2:7][O:8][C:9]1[C:17]2[C:12](=[N:13][CH:14]=[N:15][C:16]=2[NH:18][C:19]2[CH:24]=[CH:23][C:22]([O:25][CH2:26][C:27]3[CH:32]=[CH:31][CH:30]=[CH:29][N:28]=3)=[C:21]([CH2:33][CH3:34])[CH:20]=2)[NH:11][N:10]=1)(=O)=O.[NH:35]1[CH2:39][CH2:38][CH2:37][CH2:36]1. No catalyst specified. The product is [CH2:33]([C:21]1[CH:20]=[C:19]([NH:18][C:16]2[N:15]=[CH:14][N:13]=[C:12]3[NH:11][N:10]=[C:9]([O:8][CH2:7][CH2:6][N:35]4[CH2:39][CH2:38][CH2:37][CH2:36]4)[C:17]=23)[CH:24]=[CH:23][C:22]=1[O:25][CH2:26][C:27]1[CH:32]=[CH:31][CH:30]=[CH:29][N:28]=1)[CH3:34]. The yield is 0.570. (6) The reactants are [CH3:1][C:2]1[C:3](=[O:10])[NH:4][C:5](=[O:9])[NH:6][C:7]=1[Cl:8].C(=O)([O-])[O-].[Cs+].[Cs+].Br[CH2:18][C:19]1[CH:31]=[CH:30][C:22]([C:23]([O:25][C:26]([CH3:29])([CH3:28])[CH3:27])=[O:24])=[CH:21][CH:20]=1.ClCCl.CO. The catalyst is CN(C)C=O. The product is [C:26]([O:25][C:23](=[O:24])[C:22]1[CH:21]=[CH:20][C:19]([CH2:18][N:4]2[C:3](=[O:10])[C:2]([CH3:1])=[C:7]([Cl:8])[NH:6][C:5]2=[O:9])=[CH:31][CH:30]=1)([CH3:29])([CH3:28])[CH3:27]. The yield is 0.400. (7) The reactants are I[C:2]1[NH:3][C:4]2[C:5]([O:17][CH2:18][CH2:19][CH3:20])=[CH:6][C:7]3[CH:16]=[CH:15][CH:14]=[CH:13][C:8]=3[C:9]=2[C:10](=[O:12])[CH:11]=1.[C:21](=O)([O-])[O-].[Na+].[Na+].O.[CH2:28]([CH2:31][O:32][CH3:33])OC. No catalyst specified. The product is [O:32]1[CH:31]=[CH:28][C:21]([C:11]2[C:10](=[O:12])[C:9]3[C:8]4[CH:13]=[CH:14][CH:15]=[CH:16][C:7]=4[CH:6]=[C:5]([O:17][CH2:18][CH2:19][CH3:20])[C:4]=3[NH:3][CH:2]=2)=[CH:33]1. The yield is 0.480. (8) The reactants are [O:1]([CH:8]([CH3:14])[C:9]([O:11]CC)=[O:10])[C:2]1[CH:7]=[CH:6][CH:5]=[CH:4][CH:3]=1.[OH-].[Na+]. The catalyst is CCO.O. The product is [O:1]([CH:8]([CH3:14])[C:9]([OH:11])=[O:10])[C:2]1[CH:7]=[CH:6][CH:5]=[CH:4][CH:3]=1. The yield is 0.733. (9) The reactants are [F:8][C:7]([F:10])([F:9])[C:6](O[C:6](=[O:11])[C:7]([F:10])([F:9])[F:8])=[O:11].[C:14]([O:18][C:19]([N:21]1[CH2:33][CH2:32][N:24]2[C:25]3[CH:26]=[CH:27][CH:28]=[CH:29][C:30]=3[CH:31]=[C:23]2[CH2:22]1)=[O:20])([CH3:17])([CH3:16])[CH3:15].C(N(CC)CC)C. The catalyst is ClCCCl. The product is [C:14]([O:18][C:19]([N:21]1[CH2:33][CH2:32][N:24]2[C:25]3[CH:26]=[CH:27][CH:28]=[CH:29][C:30]=3[C:31]([C:6](=[O:11])[C:7]([F:8])([F:9])[F:10])=[C:23]2[CH2:22]1)=[O:20])([CH3:17])([CH3:15])[CH3:16]. The yield is 0.580. (10) The reactants are [OH:1][C:2]1[CH:3]=[C:4]([CH:7]=[CH:8][C:9]=1[N+:10]([O-:12])=[O:11])[CH:5]=[O:6].[C:13](=O)([O-])[O-].[K+].[K+]. The catalyst is C(OCC)(=O)C.O. The product is [CH3:13][O:1][C:2]1[CH:3]=[C:4]([CH:7]=[CH:8][C:9]=1[N+:10]([O-:12])=[O:11])[CH:5]=[O:6]. The yield is 0.960.